Dataset: Forward reaction prediction with 1.9M reactions from USPTO patents (1976-2016). Task: Predict the product of the given reaction. (1) Given the reactants C[O:2][C:3]1[CH:8]=[CH:7][C:6]([C:9]2[C:18]3[C:13](=[C:14]([C:19]([F:22])([F:21])[F:20])[CH:15]=[CH:16][CH:17]=3)[N:12]=[CH:11][C:10]=2[C:23]([C:25]2[CH:30]=[CH:29][CH:28]=[CH:27][CH:26]=2)=[O:24])=[CH:5][CH:4]=1.Cl.N1C=CC=CC=1, predict the reaction product. The product is: [OH:2][C:3]1[CH:4]=[CH:5][C:6]([C:9]2[C:18]3[C:13](=[C:14]([C:19]([F:22])([F:20])[F:21])[CH:15]=[CH:16][CH:17]=3)[N:12]=[CH:11][C:10]=2[C:23]([C:25]2[CH:26]=[CH:27][CH:28]=[CH:29][CH:30]=2)=[O:24])=[CH:7][CH:8]=1. (2) Given the reactants [SH:1][CH2:2][C:3](NCCCCCNC(NC1C=CC=CC=1)=O)=[O:4].[NH2:21][CH2:22][CH2:23][CH2:24][CH2:25][CH2:26][CH2:27][NH2:28].[C:29]1([N:35]=[C:36]=[O:37])C=CC=CC=1.N([C:41]1[CH:46]=[CH:45][C:44]([N:47]([CH3:49])[CH3:48])=[CH:43][CH:42]=1)=C=O, predict the reaction product. The product is: [CH3:49][N:47]([CH3:48])[C:44]1[CH:43]=[CH:42][C:41]([CH2:29][NH:35][C:36](=[O:37])[NH:21][CH2:22][CH2:23][CH2:24][CH2:25][CH2:26][CH2:27][NH:28][C:3](=[O:4])[CH2:2][SH:1])=[CH:46][CH:45]=1.